From a dataset of Peptide-MHC class I binding affinity with 185,985 pairs from IEDB/IMGT. Regression. Given a peptide amino acid sequence and an MHC pseudo amino acid sequence, predict their binding affinity value. This is MHC class I binding data. (1) The peptide sequence is ITSTVTGIL. The MHC is HLA-B07:02 with pseudo-sequence HLA-B07:02. The binding affinity (normalized) is 0.0834. (2) The peptide sequence is RRQRKRRWRR. The MHC is HLA-B27:05 with pseudo-sequence HLA-B27:05. The binding affinity (normalized) is 0.650.